From a dataset of Full USPTO retrosynthesis dataset with 1.9M reactions from patents (1976-2016). Predict the reactants needed to synthesize the given product. (1) Given the product [Cl:12][C:13]1[CH:18]=[CH:17][C:16]([C:2]2[S:11][C:5]3[C:6](=[O:10])[NH:7][CH:8]=[CH:9][C:4]=3[CH:3]=2)=[CH:15][CH:14]=1, predict the reactants needed to synthesize it. The reactants are: Br[C:2]1[S:11][C:5]2[C:6](=[O:10])[NH:7][CH:8]=[CH:9][C:4]=2[CH:3]=1.[Cl:12][C:13]1[CH:18]=[CH:17][C:16](B(O)O)=[CH:15][CH:14]=1.C(=O)([O-])[O-].[Na+].[Na+].C(O)C. (2) Given the product [C:1]([C:3]1[CH:4]=[C:5]2[C:9](=[CH:10][CH:11]=1)[N:8]([CH:12]1[CH2:17][CH2:16][CH2:15][CH2:14][O:13]1)[N:7]=[C:6]2[C:18]1[CH:19]=[C:20]2[C:25](=[CH:26][CH:27]=1)[CH:24]=[C:23]([C:28]([NH2:37])=[O:30])[CH:22]=[CH:21]2)#[N:2], predict the reactants needed to synthesize it. The reactants are: [C:1]([C:3]1[CH:4]=[C:5]2[C:9](=[CH:10][CH:11]=1)[N:8]([CH:12]1[CH2:17][CH2:16][CH2:15][CH2:14][O:13]1)[N:7]=[C:6]2[C:18]1[CH:19]=[C:20]2[C:25](=[CH:26][CH:27]=1)[CH:24]=[C:23]([C:28]([OH:30])=O)[CH:22]=[CH:21]2)#[N:2].C1C=CC2N(O)N=[N:37]C=2C=1.CCN=C=NCCCN(C)C.[Cl-].[NH4+].C(N1CCOCC1)C. (3) Given the product [CH2:49]([NH:1][C:8]([C:10]1[CH:11]=[C:12]([C:16](=[C:30]2[CH2:35][CH2:34][NH:33][CH2:32][CH2:31]2)[C:17]2[CH:18]=[CH:19][C:20]([C:21]([N:23]([CH2:24][CH3:25])[CH2:26][CH3:27])=[O:22])=[CH:28][CH:29]=2)[CH:13]=[CH:14][CH:15]=1)=[O:9])[C:50]1[CH:51]=[CH:52][CH:56]=[CH:57][CH:58]=1, predict the reactants needed to synthesize it. The reactants are: [NH:1]([C:8]([C:10]1[CH:11]=[C:12]([C:16](=[C:30]2[CH2:35][CH2:34][NH:33][CH2:32][CH2:31]2)[C:17]2[CH:29]=[CH:28][C:20]([C:21]([N:23]([CH2:26][CH3:27])[CH2:24][CH3:25])=[O:22])=[CH:19][CH:18]=2)[CH:13]=[CH:14][CH:15]=1)=[O:9])C1C=CC=CC=1.C(OC(N1CCC(=[C:49]([C:56]2[CH:57]=[CH:58][C:50]([C:49](N(CC)CC)=O)=[CH:51][CH:52]=2)[C:50]2[CH:51]=[C:52]([CH:56]=[CH:57][CH:58]=2)C(O)=O)CC1)=O)(C)(C)C.C(N)C1C=CC=CC=1.C(O)(C(F)(F)F)=O. (4) Given the product [CH:17]([C:11]1[S:9][C:7]([C:2]2[CH:3]=[N:4][CH:5]=[CH:6][N:1]=2)=[N:8][C:12]=1[OH:13])([CH3:19])[CH3:18], predict the reactants needed to synthesize it. The reactants are: [N:1]1[CH:6]=[CH:5][N:4]=[CH:3][C:2]=1[C:7](=[S:9])[NH2:8].Br[CH:11]([CH:17]([CH3:19])[CH3:18])[C:12](OCC)=[O:13].N1C=CC=CC=1. (5) The reactants are: [OH:1][C:2]1[CH:10]=[CH:9][C:5]2[O:6][CH2:7][O:8][C:4]=2[C:3]=1[CH:11]=[O:12].[Br:13]Br. Given the product [Br:13][C:10]1[C:2]([OH:1])=[C:3]([CH:11]=[O:12])[C:4]2[O:8][CH2:7][O:6][C:5]=2[CH:9]=1, predict the reactants needed to synthesize it. (6) Given the product [CH2:15]([C:7]1[C:8]2[O:12][N:11]=[C:10]([CH3:13])[C:9]=2[CH:14]=[C:5]([OH:4])[CH:6]=1)[CH:16]=[CH2:17], predict the reactants needed to synthesize it. The reactants are: C([O:4][C:5]1[CH:6]=[C:7]([CH2:15][CH:16]=[CH2:17])[C:8]2[O:12][N:11]=[C:10]([CH3:13])[C:9]=2[CH:14]=1)(=O)C.Cl.CO. (7) Given the product [CH3:1][C:2]1[CH:12]=[C:11]([S:13]([CH2:14][C:15]2[C:19]([CH3:20])=[N:18][N:17]([C:21]3[CH:22]=[CH:23][C:24]([C:27]([F:29])([F:30])[F:28])=[CH:25][CH:26]=3)[N:16]=2)=[O:39])[CH:10]=[CH:9][C:3]=1[O:4][CH2:5][C:6]([OH:8])=[O:7], predict the reactants needed to synthesize it. The reactants are: [CH3:1][C:2]1[CH:12]=[C:11]([S:13][CH2:14][C:15]2[C:19]([CH3:20])=[N:18][N:17]([C:21]3[CH:26]=[CH:25][C:24]([C:27]([F:30])([F:29])[F:28])=[CH:23][CH:22]=3)[N:16]=2)[CH:10]=[CH:9][C:3]=1[O:4][CH2:5][C:6]([OH:8])=[O:7].C1C=C(Cl)C=C(C(OO)=[O:39])C=1.